Predict the reaction yield, written as a fraction of the theoretical maximum amount of product (1.0 means a 100% yield; for example, 0.34 means a 34% yield). From a dataset of Reaction yield outcomes from USPTO patents with 853,638 reactions. (1) The yield is 0.610. The reactants are [CH3:1][O:2][CH2:3][CH2:4][O:5][CH2:6][CH2:7][NH2:8].[C:9](N1C=CN=C1)(N1C=CN=C1)=[S:10].O. The catalyst is CN(C=O)C. The product is [N:8]([CH2:7][CH2:6][O:5][CH2:4][CH2:3][O:2][CH3:1])=[C:9]=[S:10]. (2) The reactants are [F:1][C:2]1[CH:3]=[C:4]([CH2:8][CH:9]=[O:10])[CH:5]=[CH:6][CH:7]=1.[CH2:11]([Mg]Br)[CH:12]([CH3:14])[CH3:13].O. The catalyst is C1COCC1. The product is [F:1][C:2]1[CH:3]=[C:4]([CH2:8][CH:9]([OH:10])[CH2:11][CH:12]([CH3:14])[CH3:13])[CH:5]=[CH:6][CH:7]=1. The yield is 0.740. (3) The reactants are [CH2:1]([O:3][C:4]1([O:20][CH2:21][CH3:22])[CH2:9][CH2:8][N:7]([C@H:10]([C:12]2[CH:17]=[CH:16][CH:15]=[CH:14][CH:13]=2)[CH3:11])[C@H:6]([CH2:18]O)[CH2:5]1)[CH3:2].C1(P(C2C=CC=CC=2)C2C=CC=CC=2)C=CC=CC=1.[C:42]1(=[O:52])[NH:46][C:45](=[O:47])[C:44]2=[CH:48][CH:49]=[CH:50][CH:51]=[C:43]12.N(C(OCC)=O)=NC(OCC)=O. The catalyst is O1CCCC1. The product is [CH2:21]([O:20][C:4]1([O:3][CH2:1][CH3:2])[CH2:9][CH2:8][N:7]([C@H:10]([C:12]2[CH:13]=[CH:14][CH:15]=[CH:16][CH:17]=2)[CH3:11])[C@H:6]([CH2:18][N:46]2[C:42](=[O:52])[C:43]3=[CH:51][CH:50]=[CH:49][CH:48]=[C:44]3[C:45]2=[O:47])[CH2:5]1)[CH3:22]. The yield is 0.850. (4) The reactants are [CH3:1][O:2][C:3]1[CH:4]=[C:5]2[C:10](=[CH:11][C:12]=1[O:13][CH3:14])[N:9]=[CH:8][CH:7]=[C:6]2[O:15][C:16]1[CH:22]=[CH:21][C:19]([NH2:20])=[C:18]([O:23][CH3:24])[CH:17]=1.C(N(CC)CC)C.ClC(Cl)(O[C:36](=[O:42])OC(Cl)(Cl)Cl)Cl.[S:44]1[CH:48]=[CH:47][N:46]=[C:45]1[C@H:49]([NH2:51])[CH3:50]. The catalyst is C(Cl)(Cl)Cl. The product is [CH3:1][O:2][C:3]1[CH:4]=[C:5]2[C:10](=[CH:11][C:12]=1[O:13][CH3:14])[N:9]=[CH:8][CH:7]=[C:6]2[O:15][C:16]1[CH:22]=[CH:21][C:19]([NH:20][C:36]([NH:51][C@@H:49]([C:45]2[S:44][CH:48]=[CH:47][N:46]=2)[CH3:50])=[O:42])=[C:18]([O:23][CH3:24])[CH:17]=1. The yield is 0.820.